This data is from TCR-epitope binding with 47,182 pairs between 192 epitopes and 23,139 TCRs. The task is: Binary Classification. Given a T-cell receptor sequence (or CDR3 region) and an epitope sequence, predict whether binding occurs between them. (1) The epitope is MMISAGFSL. The TCR CDR3 sequence is CASSPGGEQFF. Result: 0 (the TCR does not bind to the epitope). (2) The epitope is TLDSKTQSL. Result: 0 (the TCR does not bind to the epitope). The TCR CDR3 sequence is CASSGGRVNQPQHF.